This data is from Forward reaction prediction with 1.9M reactions from USPTO patents (1976-2016). The task is: Predict the product of the given reaction. (1) Given the reactants C[O:2][CH:3](OC)[C:4]1[S:5][CH:6]=[C:7]([CH2:9][N:10]([CH3:12])[CH3:11])[N:8]=1.Cl, predict the reaction product. The product is: [CH3:12][N:10]([CH2:9][C:7]1[N:8]=[C:4]([CH:3]=[O:2])[S:5][CH:6]=1)[CH3:11]. (2) Given the reactants [NH:1]1[C:9]2[C:4](=[CH:5][CH:6]=[CH:7][CH:8]=2)[C:3]([CH:10]2[CH2:15][CH2:14][N:13]([C:16]([O:18][C:19]([CH3:22])([CH3:21])[CH3:20])=[O:17])[CH2:12][CH2:11]2)=[CH:2]1.[F:23][C:24]([F:35])([F:34])[C:25]1[CH:33]=[CH:32][C:28]([C:29](Cl)=[O:30])=[CH:27][CH:26]=1.C(N(CC)CC)C.C(NCCCNCC)C, predict the reaction product. The product is: [F:23][C:24]([F:34])([F:35])[C:25]1[CH:33]=[CH:32][C:28]([C:29]([N:1]2[C:9]3[C:4](=[CH:5][CH:6]=[CH:7][CH:8]=3)[C:3]([CH:10]3[CH2:15][CH2:14][N:13]([C:16]([O:18][C:19]([CH3:22])([CH3:21])[CH3:20])=[O:17])[CH2:12][CH2:11]3)=[CH:2]2)=[O:30])=[CH:27][CH:26]=1. (3) Given the reactants Br[C:2]1[CH:3]=[C:4]([CH:8]2[O:12][CH2:11][CH2:10][O:9]2)[CH:5]=[CH:6][CH:7]=1.[CH2:13]([NH2:19])[CH2:14][CH2:15][CH2:16][CH2:17][CH3:18].CC(C)([O-])C.[Na+], predict the reaction product. The product is: [CH2:13]([NH:19][C:2]1[CH:3]=[C:4]([CH:8]2[O:12][CH2:11][CH2:10][O:9]2)[CH:5]=[CH:6][CH:7]=1)[CH2:14][CH2:15][CH2:16][CH2:17][CH3:18].